Dataset: Aqueous solubility values for 9,982 compounds from the AqSolDB database. Task: Regression/Classification. Given a drug SMILES string, predict its absorption, distribution, metabolism, or excretion properties. Task type varies by dataset: regression for continuous measurements (e.g., permeability, clearance, half-life) or binary classification for categorical outcomes (e.g., BBB penetration, CYP inhibition). For this dataset (solubility_aqsoldb), we predict Y. (1) The drug is NCCCNc1ccccc1. The Y is -1.65 log mol/L. (2) The drug is Cc1nnc2n1-c1ccc(Cl)cc1C(c1ccccc1Cl)=NC2. The Y is -4.08 log mol/L.